Predict the reactants needed to synthesize the given product. From a dataset of Full USPTO retrosynthesis dataset with 1.9M reactions from patents (1976-2016). (1) The reactants are: Cl[C:2]1[C:11]2[C:6](=[CH:7][CH:8]=[CH:9][CH:10]=2)[N:5]2[N:12]=[CH:13][C:14]([C:15]([O:17][CH3:18])=[O:16])=[C:4]2[N:3]=1.[Cl:19][C:20]1[CH:26]=[CH:25][CH:24]=[CH:23][C:21]=1[NH2:22].CO. Given the product [Cl:19][C:20]1[CH:26]=[CH:25][CH:24]=[CH:23][C:21]=1[NH:22][C:2]1[C:11]2[C:6](=[CH:7][CH:8]=[CH:9][CH:10]=2)[N:5]2[N:12]=[CH:13][C:14]([C:15]([O:17][CH3:18])=[O:16])=[C:4]2[N:3]=1, predict the reactants needed to synthesize it. (2) Given the product [CH2:10]([C:12]1[CH:17]=[CH:16][C:15]([O:18][C:2]2[CH:3]=[C:4]([CH:7]=[CH:8][CH:9]=2)[C:5]#[N:6])=[CH:14][CH:13]=1)[CH3:11], predict the reactants needed to synthesize it. The reactants are: F[C:2]1[CH:3]=[C:4]([CH:7]=[CH:8][CH:9]=1)[C:5]#[N:6].[CH2:10]([C:12]1[CH:17]=[CH:16][C:15]([OH:18])=[CH:14][CH:13]=1)[CH3:11].C(=O)([O-])[O-].[Cs+].[Cs+].Cl. (3) The reactants are: [NH2:1][C:2]1[CH:16]=[CH:15][C:5]([CH2:6][NH:7][C:8](=[O:14])[O:9][C:10]([CH3:13])([CH3:12])[CH3:11])=[CH:4][C:3]=1[I:17].N(OC(C)(C)C)=O.[Si]([N:29]=[N+:30]=[N-])(C)(C)C. Given the product [N:1]([C:2]1[CH:16]=[CH:15][C:5]([CH2:6][NH:7][C:8](=[O:14])[O:9][C:10]([CH3:13])([CH3:12])[CH3:11])=[CH:4][C:3]=1[I:17])=[N+:29]=[N-:30], predict the reactants needed to synthesize it. (4) Given the product [CH3:1][C@H:2]1[N:7]([CH3:18])[CH2:6][CH2:5][N:4]([C:8]2[CH:17]=[CH:16][C:11]([C:12]([O:14][CH3:15])=[O:13])=[CH:10][CH:9]=2)[CH2:3]1, predict the reactants needed to synthesize it. The reactants are: [CH3:1][C@H:2]1[NH:7][CH2:6][CH2:5][N:4]([C:8]2[CH:17]=[CH:16][C:11]([C:12]([O:14][CH3:15])=[O:13])=[CH:10][CH:9]=2)[CH2:3]1.[C:18](O)(=O)C.C=O.C(O[BH-](OC(=O)C)OC(=O)C)(=O)C.[Na+]. (5) Given the product [F:1][C:2]([F:7])([F:6])[C:3]([OH:5])=[O:4].[NH2:8][C@H:9]1[CH2:15][O:14][C:13]2[CH:16]=[CH:17][C:18]([C:43]([F:46])([F:45])[F:44])=[CH:19][C:12]=2[NH:11][C:10]1=[O:21], predict the reactants needed to synthesize it. The reactants are: [F:1][C:2]([F:7])([F:6])[C:3]([OH:5])=[O:4].[NH2:8][C@H:9]1[CH2:15][O:14][C:13]2[CH:16]=[C:17](C)[CH:18]=[CH:19][C:12]=2[NH:11][C:10]1=[O:21].C(OC(N[C@@H](CO)C(O)=O)=O)(C)(C)C.FC1C=CC([C:43]([F:46])([F:45])[F:44])=CC=1[N+]([O-])=O.